This data is from Catalyst prediction with 721,799 reactions and 888 catalyst types from USPTO. The task is: Predict which catalyst facilitates the given reaction. (1) Reactant: [O:1]=[C:2]1[C:11]2[C:6](=[CH:7][CH:8]=[CH:9][CH:10]=2)[NH:5][C:4]([CH2:12][C:13]#[N:14])=[N:3]1.C(N(CC)CC)C.[Cl:22][C:23]1[CH:31]=[C:30]([Cl:32])[CH:29]=[CH:28][C:24]=1[C:25](Cl)=[O:26]. Product: [CH:9]1[CH:10]=[C:11]2[C:2]([NH:3]/[C:4](/[NH:5][C:6]2=[CH:7][CH:8]=1)=[C:12](/[C:25]([C:24]1[CH:28]=[CH:29][C:30]([Cl:32])=[CH:31][C:23]=1[Cl:22])=[O:26])\[C:13]#[N:14])=[O:1]. The catalyst class is: 12. (2) Reactant: Cl[C:2]1[N:7]=[CH:6][N:5]=[C:4]([NH:8][C:9]2[CH:10]=[C:11]([CH:16]=[CH:17][CH:18]=2)[C:12]([NH:14][CH3:15])=[O:13])[CH:3]=1.Cl.[F:20][C:21]1[CH:31]=[CH:30][C:24]([O:25][CH:26]2[CH2:29][NH:28][CH2:27]2)=[CH:23][CH:22]=1.C(N(CC)C(C)C)(C)C. Product: [F:20][C:21]1[CH:31]=[CH:30][C:24]([O:25][CH:26]2[CH2:27][N:28]([C:2]3[N:7]=[CH:6][N:5]=[C:4]([NH:8][C:9]4[CH:10]=[C:11]([CH:16]=[CH:17][CH:18]=4)[C:12]([NH:14][CH3:15])=[O:13])[CH:3]=3)[CH2:29]2)=[CH:23][CH:22]=1. The catalyst class is: 41. (3) Reactant: [N-:1]=[N+:2]=[N-:3].[Na+].[Cl:5][C:6]1[C:11]([O:12][CH2:13][C@@H:14]2[CH2:16][O:15]2)=[CH:10][CH:9]=[CH:8][N:7]=1.O.[N-]=[N+]=[N-].[Na+]. Product: [N:1]([CH2:16][C@H:14]([OH:15])[CH2:13][O:12][C:11]1[C:6]([Cl:5])=[N:7][CH:8]=[CH:9][CH:10]=1)=[N+:2]=[N-:3]. The catalyst class is: 127. (4) Reactant: C[Al](C)C.[CH3:5][C:6]1[N:7]=[CH:8][C:9]([NH2:12])=[N:10][CH:11]=1.[C:13]([Si:17]([CH3:31])([CH3:30])[O:18][CH:19]1[CH2:22][N:21]([CH2:23][C@H:24]([OH:29])[C:25](OC)=[O:26])[CH2:20]1)([CH3:16])([CH3:15])[CH3:14].[C@H](O)(C([O-])=O)[C@@H](O)C([O-])=O.[Na+].[K+]. Product: [Si:17]([O:18][CH:19]1[CH2:22][N:21]([CH2:23][C@H:24]([OH:29])[C:25]([NH:12][C:9]2[CH:8]=[N:7][C:6]([CH3:5])=[CH:11][N:10]=2)=[O:26])[CH2:20]1)([C:13]([CH3:16])([CH3:15])[CH3:14])([CH3:31])[CH3:30]. The catalyst class is: 727. (5) Reactant: [CH2:1]([NH2:8])[C:2]1[CH:7]=[CH:6][CH:5]=[CH:4][CH:3]=1.[CH:9]1([CH2:13][CH:14]=O)[CH2:12][CH2:11][CH2:10]1. Product: [CH:9]1([CH2:13][CH:14]=[N:8][CH2:1][C:2]2[CH:7]=[CH:6][CH:5]=[CH:4][CH:3]=2)[CH2:12][CH2:11][CH2:10]1. The catalyst class is: 2. (6) Reactant: [Cl:1][C:2]1[CH:3]=[C:4]([N:20]2[C:25](=[O:26])[NH:24][C:23](=[O:27])[C:22](C(O)=O)=[N:21]2)[CH:5]=[C:6]([Cl:19])[C:7]=1[S:8][C:9]1[CH:14]=[C:13]([CH:15]([CH3:17])[CH3:16])[C:12](=[O:18])[NH:11][N:10]=1.C(O)(=O)CS.C(=O)(O)[O-].[Na+]. Product: [Cl:1][C:2]1[CH:3]=[C:4]([N:20]2[C:25](=[O:26])[NH:24][C:23](=[O:27])[CH:22]=[N:21]2)[CH:5]=[C:6]([Cl:19])[C:7]=1[S:8][C:9]1[CH:14]=[C:13]([CH:15]([CH3:16])[CH3:17])[C:12](=[O:18])[NH:11][N:10]=1. The catalyst class is: 801. (7) Reactant: [CH2:1]([O:8][C:9]1[CH:14]=[C:13]([O:15][CH3:16])[N:12]=[C:11]([CH3:17])[C:10]=1[CH2:18]O)[C:2]1[CH:7]=[CH:6][CH:5]=[CH:4][CH:3]=1.C1CCN2C(=NCCC2)CC1.C1C=CC(P([N:45]=[N+:46]=[N-:47])(C2C=CC=CC=2)=O)=CC=1. Product: [N:45]([CH2:18][C:10]1[C:11]([CH3:17])=[N:12][C:13]([O:15][CH3:16])=[CH:14][C:9]=1[O:8][CH2:1][C:2]1[CH:7]=[CH:6][CH:5]=[CH:4][CH:3]=1)=[N+:46]=[N-:47]. The catalyst class is: 7. (8) Reactant: C(=O)([O-])[O-].[Cs+].[Cs+].[OH:7][C:8]1[CH:9]=[C:10]([NH:14][C:15](=[O:31])[C:16]2[CH:21]=[CH:20][CH:19]=[C:18]([O:22][CH2:23][CH2:24][N:25]3[CH2:30][CH2:29][O:28][CH2:27][CH2:26]3)[CH:17]=2)[CH:11]=[CH:12][CH:13]=1.[CH2:32]([O:34][C:35]([C:37]1[C:38]2[S:46][CH:45]=[C:44]([CH2:47]Br)[C:39]=2[C:40]([Cl:43])=[N:41][CH:42]=1)=[O:36])[CH3:33]. Product: [CH2:32]([O:34][C:35]([C:37]1[C:38]2[S:46][CH:45]=[C:44]([CH2:47][O:7][C:8]3[CH:13]=[CH:12][CH:11]=[C:10]([NH:14][C:15](=[O:31])[C:16]4[CH:21]=[CH:20][CH:19]=[C:18]([O:22][CH2:23][CH2:24][N:25]5[CH2:26][CH2:27][O:28][CH2:29][CH2:30]5)[CH:17]=4)[CH:9]=3)[C:39]=2[C:40]([Cl:43])=[N:41][CH:42]=1)=[O:36])[CH3:33]. The catalyst class is: 213.